Task: Predict the product of the given reaction.. Dataset: Forward reaction prediction with 1.9M reactions from USPTO patents (1976-2016) Given the reactants [C:1]([O:5][C:6](=[O:31])[CH2:7][N:8]1[C:12]2[CH:13]=[CH:14][C:15]([NH:17][S:18]([C:21]3[CH:26]=[CH:25][C:24]([F:27])=[CH:23][CH:22]=3)(=[O:20])=[O:19])=[CH:16][C:11]=2[N:10]=[C:9]1[CH2:28][CH2:29][CH3:30])([CH3:4])([CH3:3])[CH3:2].C([O-])([O-])=O.[K+].[K+].[CH2:38]([O:40][C:41](=[O:44])[CH2:42]Br)[CH3:39], predict the reaction product. The product is: [C:1]([O:5][C:6](=[O:31])[CH2:7][N:8]1[C:12]2[CH:13]=[CH:14][C:15]([N:17]([CH2:42][C:41]([O:40][CH2:38][CH3:39])=[O:44])[S:18]([C:21]3[CH:22]=[CH:23][C:24]([F:27])=[CH:25][CH:26]=3)(=[O:19])=[O:20])=[CH:16][C:11]=2[N:10]=[C:9]1[CH2:28][CH2:29][CH3:30])([CH3:4])([CH3:3])[CH3:2].